This data is from Forward reaction prediction with 1.9M reactions from USPTO patents (1976-2016). The task is: Predict the product of the given reaction. (1) Given the reactants [Br:1][C:2]1[CH:13]=[CH:12][C:5]([CH2:6][O:7][CH2:8][C@H:9]2[CH2:11][O:10]2)=[CH:4][CH:3]=1.[BH4-].[Na+].[NH4+].[Cl-], predict the reaction product. The product is: [Br:1][C:2]1[CH:3]=[CH:4][C:5]([CH2:6][O:7][CH2:8][C@H:9]([OH:10])[CH3:11])=[CH:12][CH:13]=1. (2) Given the reactants Cl[CH2:2][CH2:3][CH2:4][N:5]1[C:14]2[C:9](=[CH:10][C:11]([N+:15]([O-:17])=[O:16])=[CH:12][CH:13]=2)[CH2:8][CH2:7][C:6]1=[O:18].[CH2:19]([NH:21][CH2:22][CH3:23])[CH3:20].[I-].[K+].C(=O)([O-])[O-].[K+].[K+], predict the reaction product. The product is: [CH2:19]([N:21]([CH2:22][CH3:23])[CH2:2][CH2:3][CH2:4][N:5]1[C:14]2[C:9](=[CH:10][C:11]([N+:15]([O-:17])=[O:16])=[CH:12][CH:13]=2)[CH2:8][CH2:7][C:6]1=[O:18])[CH3:20]. (3) Given the reactants [CH2:1]([N:8]1[CH2:12][C@@H:11]([C:13]2[CH:18]=[CH:17][C:16]([Cl:19])=[CH:15][CH:14]=2)[C@H:10]([NH:20][CH3:21])[CH2:9]1)[C:2]1[CH:7]=[CH:6][CH:5]=[CH:4][CH:3]=1.CCN(CC)CC.[CH3:41][C:40]([O:39][C:37](O[C:37]([O:39][C:40]([CH3:43])([CH3:42])[CH3:41])=[O:38])=[O:38])([CH3:43])[CH3:42], predict the reaction product. The product is: [C:40]([O:39][C:37](=[O:38])[N:20]([C@H:10]1[C@H:11]([C:13]2[CH:18]=[CH:17][C:16]([Cl:19])=[CH:15][CH:14]=2)[CH2:12][N:8]([CH2:1][C:2]2[CH:7]=[CH:6][CH:5]=[CH:4][CH:3]=2)[CH2:9]1)[CH3:21])([CH3:41])([CH3:42])[CH3:43]. (4) Given the reactants [CH3:1][O:2][C:3](=[O:20])[C:4]1[CH:9]=[C:8]([F:10])[CH:7]=[CH:6][C:5]=1B1OC(C)(C)C(C)(C)O1.Cl[C:22]1[N:27]=[CH:26][CH:25]=[CH:24][N:23]=1.C(=O)([O-])[O-].[Na+].[Na+], predict the reaction product. The product is: [CH3:1][O:2][C:3](=[O:20])[C:4]1[CH:9]=[C:8]([F:10])[CH:7]=[CH:6][C:5]=1[C:22]1[N:27]=[CH:26][CH:25]=[CH:24][N:23]=1. (5) Given the reactants O1CCCC1.[C:6]1([CH3:23])[CH:11]=[CH:10][C:9]([O:12][C:13]2[S:17][C:16]([CH2:18][C:19](Cl)=[N:20][OH:21])=[CH:15][CH:14]=2)=[CH:8][CH:7]=1.[C:24]([C:26]1[C:27]([NH2:33])=[N:28][C:29]([NH2:32])=[CH:30][CH:31]=1)#[CH:25].C(N(CC)CC)C, predict the reaction product. The product is: [C:6]1([CH3:23])[CH:11]=[CH:10][C:9]([O:12][C:13]2[S:17][C:16]([CH2:18][C:19]3[CH:25]=[C:24]([C:26]4[C:27]([NH2:33])=[N:28][C:29]([NH2:32])=[CH:30][CH:31]=4)[O:21][N:20]=3)=[CH:15][CH:14]=2)=[CH:8][CH:7]=1. (6) Given the reactants [F:1][C:2]1[CH:7]=[CH:6][C:5]([C:8]2[C:17]3[C:12](=[CH:13][C:14]([CH3:18])=[CH:15][CH:16]=3)[O:11][C:10](=[O:19])[CH:9]=2)=[CH:4][CH:3]=1.C1C(=O)N([Br:27])C(=O)C1.C(OOC(=O)C1C=CC=CC=1)(=O)C1C=CC=CC=1, predict the reaction product. The product is: [Br:27][CH2:18][C:14]1[CH:13]=[C:12]2[C:17]([C:8]([C:5]3[CH:6]=[CH:7][C:2]([F:1])=[CH:3][CH:4]=3)=[CH:9][C:10](=[O:19])[O:11]2)=[CH:16][CH:15]=1.